From a dataset of Full USPTO retrosynthesis dataset with 1.9M reactions from patents (1976-2016). Predict the reactants needed to synthesize the given product. (1) Given the product [Br:1][C:2]1[C:11]2[C:6](=[CH:7][C:8]([C:21]3[CH:20]=[CH:19][CH:18]=[C:17]([O:16][CH3:15])[CH:22]=3)=[CH:9][CH:10]=2)[CH:5]=[CH:4][C:3]=1[O:13][CH3:14], predict the reactants needed to synthesize it. The reactants are: [Br:1][C:2]1[C:11]2[C:6](=[CH:7][C:8](Br)=[CH:9][CH:10]=2)[CH:5]=[CH:4][C:3]=1[O:13][CH3:14].[CH3:15][O:16][C:17]1[CH:18]=[C:19](OB(O)O)[CH:20]=[CH:21][CH:22]=1. (2) Given the product [NH2:24][C:13]1[S:14][C@H:15]2[O:16][C@H:17]([C@H:18]([OH:23])[C:19]([F:22])([F:21])[F:20])[C@@H:9]([OH:8])[C@H:10]([OH:32])[C@H:11]2[N:12]=1, predict the reactants needed to synthesize it. The reactants are: C([O:8][C@@H:9]1[C@@H:17]([CH:18]([OH:23])[C:19]([F:22])([F:21])[F:20])[O:16][C@H:15]2[C@H:11]([N:12]=[C:13]([NH:24]C(=O)OC(C)(C)C)[S:14]2)[C@H:10]1[O:32]CC1C=CC=CC=1)C1C=CC=CC=1.B(Cl)(Cl)Cl.CO.[NH4+].[OH-]. (3) The reactants are: [C:1](#[N:5])[CH2:2][C:3]#[N:4].[N+:6]([C:9]1[N:14]=[CH:13][C:12]([C:15](=O)[CH2:16][NH:17]C(=O)C)=[CH:11][CH:10]=1)([O-:8])=[O:7].[OH-].[K+]. Given the product [NH2:4][C:3]1[NH:17][CH:16]=[C:15]([C:12]2[CH:13]=[N:14][C:9]([N+:6]([O-:8])=[O:7])=[CH:10][CH:11]=2)[C:2]=1[C:1]#[N:5], predict the reactants needed to synthesize it. (4) Given the product [CH2:1]([O:3][C:4](=[O:30])[CH:5]([N:7]1[CH2:12][CH2:11][CH2:10][CH:9]([NH2:13])[C:8]1=[O:29])[CH3:6])[CH3:2], predict the reactants needed to synthesize it. The reactants are: [CH2:1]([O:3][C:4](=[O:30])[CH:5]([N:7]1[CH2:12][CH2:11][CH2:10][C:9](NC(OC(C)(C)C)=O)([NH:13]C(OC(C)(C)C)=O)[C:8]1=[O:29])[CH3:6])[CH3:2].C(OC(=O)NC1CCCN(CC2NC(C3C=CC(C4C=CC(C5N=C(C6CCCN6C(=O)C(C(OC)=O)C(C)CN)NC=5)=CC=4)=CC=3)=CN=2)C1=O)(C)(C)C.